This data is from Forward reaction prediction with 1.9M reactions from USPTO patents (1976-2016). The task is: Predict the product of the given reaction. (1) Given the reactants [F:1][C:2]([F:12])([C:6]1[CH:11]=[CH:10][CH:9]=[CH:8][CH:7]=1)[C:3](O)=[O:4].C(Cl)(=O)C([Cl:16])=O.CN(C)C=O, predict the reaction product. The product is: [C:6]1([C:2]([C:3]([Cl:16])=[O:4])([F:12])[F:1])[CH:11]=[CH:10][CH:9]=[CH:8][CH:7]=1. (2) Given the reactants [CH3:1][C:2]([C:4]1[CH:5]=[CH:6][C:7]([OH:10])=[CH:8][CH:9]=1)=[O:3].[CH2:11](Cl)[CH2:12][OH:13].C([O-])([O-])=O.[K+].[K+].O, predict the reaction product. The product is: [OH:13][CH2:12][CH2:11][O:10][C:7]1[CH:8]=[CH:9][C:4]([C:2](=[O:3])[CH3:1])=[CH:5][CH:6]=1. (3) Given the reactants Cl[C:2]1[N:7]=[N:6][C:5]([C:8]([NH:10][CH2:11][CH2:12][CH:13]([CH3:15])[CH3:14])=[O:9])=[CH:4][CH:3]=1.[C:16]1([C:22]([CH:24]2[CH2:29][CH2:28][NH:27][CH2:26][CH2:25]2)=[O:23])[CH:21]=[CH:20][CH:19]=[CH:18][CH:17]=1, predict the reaction product. The product is: [C:22]([CH:24]1[CH2:29][CH2:28][N:27]([C:2]2[N:7]=[N:6][C:5]([C:8]([NH:10][CH2:11][CH2:12][CH:13]([CH3:15])[CH3:14])=[O:9])=[CH:4][CH:3]=2)[CH2:26][CH2:25]1)(=[O:23])[C:16]1[CH:21]=[CH:20][CH:19]=[CH:18][CH:17]=1. (4) The product is: [OH:13][CH2:12][C:11]1[C:2]([CH3:1])=[CH:3][C:4]2[S:5][CH2:6][C:7](=[O:16])[NH:8][C:9]=2[N:10]=1. Given the reactants [CH3:1][C:2]1[C:11]([C:12](OC)=[O:13])=[N:10][C:9]2[NH:8][C:7](=[O:16])[CH2:6][S:5][C:4]=2[CH:3]=1, predict the reaction product. (5) Given the reactants [OH:1][C:2]1[CH:3]=[CH:4][CH:5]=[C:6]2[C:10]=1[C:9](=[O:11])[CH2:8][CH2:7]2.[Si:12](Cl)([C:15]([CH3:18])([CH3:17])[CH3:16])([CH3:14])[CH3:13].C(N(CC)CC)C.[NH4+].[Cl-], predict the reaction product. The product is: [Si:12]([O:1][C:2]1[CH:3]=[CH:4][CH:5]=[C:6]2[C:10]=1[C:9](=[O:11])[CH2:8][CH2:7]2)([C:15]([CH3:18])([CH3:17])[CH3:16])([CH3:14])[CH3:13]. (6) Given the reactants [CH2:1]([O:8][CH2:9][CH2:10][CH2:11][CH2:12][C:13]([OH:15])=[O:14])[C:2]1[CH:7]=[CH:6][CH:5]=[CH:4][CH:3]=1.O=S(Cl)Cl.[C:20]([O-])(O)=O.[Na+], predict the reaction product. The product is: [CH2:1]([O:8][CH2:9][CH2:10][CH2:11][CH2:12][C:13]([O:15][CH3:20])=[O:14])[C:2]1[CH:7]=[CH:6][CH:5]=[CH:4][CH:3]=1. (7) The product is: [CH2:20]([O:22][C:23]([C:25]1[C:31]2[NH:32][C:33]3[CH:34]=[CH:35][C:36]([N:62]([CH2:59][C:60]4[CH:11]=[CH:12][CH:6]=[CH:4][CH:61]=4)[C:63]([N:54]([CH3:55])[CH3:52])=[O:64])=[CH:37][C:38]=3[C:30]=2[C:29]([CH3:41])([CH3:40])[CH2:28][N:27]([C:42](=[O:51])[C:43]2[CH:44]=[CH:45][C:46]([F:49])=[CH:47][CH:48]=2)[CH:26]=1)=[O:24])[CH3:21]. Given the reactants C(O[C:4]([C:6]1[C:12]2NC3C=CC=CC=3[C:11]=2CCNC=1)=O)C.[CH2:20]([O:22][C:23]([C:25]1[C:31]2[NH:32][C:33]3[CH:34]=[C:35](O)[CH:36]=[CH:37][C:38]=3[C:30]=2[C:29]([CH3:41])([CH3:40])[CH2:28][N:27]([C:42](=[O:51])[C:43]2[CH:48]=[CH:47][C:46]([F:49])=[C:45](F)[CH:44]=2)[CH:26]=1)=[O:24])[CH3:21].[CH2:52]([N:54](CC)[CH2:55]C)C.[CH2:59]([N:62]=[C:63]=[O:64])[CH2:60][CH3:61], predict the reaction product.